The task is: Predict which catalyst facilitates the given reaction.. This data is from Catalyst prediction with 721,799 reactions and 888 catalyst types from USPTO. (1) Reactant: Br[C:2]1[S:3][CH:4]=[CH:5][CH:6]=1.[Mg].II.[CH3:10][N:11]1[CH2:16][CH2:15][CH2:14][C@@H:13]([O:17][C:18](=[O:26])[C:19](=[O:25])[C:20]2[S:21][CH:22]=[CH:23][CH:24]=2)[CH2:12]1.[Cl-].[NH4+]. Product: [CH3:10][N:11]1[CH2:16][CH2:15][CH2:14][C@@H:13]([O:17][C:18](=[O:26])[C:19]([OH:25])([C:20]2[S:21][CH:22]=[CH:23][CH:24]=2)[C:2]2[S:3][CH:4]=[CH:5][CH:6]=2)[CH2:12]1. The catalyst class is: 20. (2) Reactant: [Cl:1][C:2]1[CH:3]=[C:4]([NH:17][C:18]2[C:19]3[C:26]4[CH:27]=[CH:28][C:29]([O:31][CH2:32][CH:33]([OH:46])[CH2:34][N:35]5C(=O)C6C(=CC=CC=6)C5=O)=[CH:30][C:25]=4[S:24][C:20]=3[N:21]=[CH:22][N:23]=2)[CH:5]=[CH:6][C:7]=1[O:8][CH2:9][C:10]1[CH:15]=[CH:14][CH:13]=[C:12]([F:16])[CH:11]=1. Product: [NH2:35][CH2:34][CH:33]([OH:46])[CH2:32][O:31][C:29]1[CH:28]=[CH:27][C:26]2[C:19]3[C:18]([NH:17][C:4]4[CH:5]=[CH:6][C:7]([O:8][CH2:9][C:10]5[CH:15]=[CH:14][CH:13]=[C:12]([F:16])[CH:11]=5)=[C:2]([Cl:1])[CH:3]=4)=[N:23][CH:22]=[N:21][C:20]=3[S:24][C:25]=2[CH:30]=1. The catalyst class is: 14. (3) Reactant: [NH2:1][C:2]1[C:7]([O:8][CH2:9][CH:10]2[CH2:15][CH2:14][N:13](C(OC(C)(C)C)=O)[CH2:12][CH2:11]2)=[CH:6][C:5]([C:23]2[N:27]([CH3:28])[N:26]=[N:25][CH:24]=2)=[CH:4][N:3]=1.Cl.CCOC(C)=O.CO. Product: [CH3:28][N:27]1[C:23]([C:5]2[CH:6]=[C:7]([O:8][CH2:9][CH:10]3[CH2:15][CH2:14][NH:13][CH2:12][CH2:11]3)[C:2]([NH2:1])=[N:3][CH:4]=2)=[CH:24][N:25]=[N:26]1. The catalyst class is: 2. (4) Reactant: [H-].[Na+].[Br:3][C:4]1[CH:9]=[N:8][C:7]2[N:10]([CH2:13][C:14]3[CH:19]=[CH:18][C:17]([O:20][CH3:21])=[CH:16][CH:15]=3)[N:11]=[CH:12][C:6]=2[C:5]=1O.FC(F)(F)S(N(C1C=CC=CC=1)S(C(F)(F)F)(=O)=O)(=O)=O.[N:44]1([C:50]([O:52][C:53]([CH3:56])([CH3:55])[CH3:54])=[O:51])[CH2:49][CH2:48][NH:47][CH2:46][CH2:45]1.[Cl-].[NH4+]. Product: [Br:3][C:4]1[C:5]([N:47]2[CH2:46][CH2:45][N:44]([C:50]([O:52][C:53]([CH3:56])([CH3:55])[CH3:54])=[O:51])[CH2:49][CH2:48]2)=[C:6]2[CH:12]=[N:11][N:10]([CH2:13][C:14]3[CH:19]=[CH:18][C:17]([O:20][CH3:21])=[CH:16][CH:15]=3)[C:7]2=[N:8][CH:9]=1. The catalyst class is: 9. (5) Reactant: F[C:2]1[CH:7]=[CH:6][C:5]([S:8]([NH:11][CH3:12])(=[O:10])=[O:9])=[CH:4][C:3]=1[N+:13]([O-:15])=[O:14].[NH:16]1[CH2:21][CH2:20][O:19][CH2:18][CH2:17]1.C(N(CC)C(C)C)(C)C. Product: [CH3:12][NH:11][S:8]([C:5]1[CH:6]=[CH:7][C:2]([N:16]2[CH2:21][CH2:20][O:19][CH2:18][CH2:17]2)=[C:3]([N+:13]([O-:15])=[O:14])[CH:4]=1)(=[O:10])=[O:9]. The catalyst class is: 1. (6) Reactant: [Br:1][C:2]1[C:3](F)=[C:4]2[C:10]([NH:11][C:12](=[O:19])[C:13]3[CH:18]=[CH:17][CH:16]=[N:15][CH:14]=3)=[CH:9][NH:8][C:5]2=[N:6][CH:7]=1.[NH:21]1[CH2:26][CH2:25][CH2:24][CH:23]([NH:27][C:28](=[O:34])[O:29][C:30]([CH3:33])([CH3:32])[CH3:31])[CH2:22]1. Product: [Br:1][C:2]1[C:3]([N:21]2[CH2:26][CH2:25][CH2:24][CH:23]([NH:27][C:28](=[O:34])[O:29][C:30]([CH3:32])([CH3:31])[CH3:33])[CH2:22]2)=[C:4]2[C:10]([NH:11][C:12](=[O:19])[C:13]3[CH:18]=[CH:17][CH:16]=[N:15][CH:14]=3)=[CH:9][NH:8][C:5]2=[N:6][CH:7]=1. The catalyst class is: 114. (7) Reactant: [N+:1]([C:4]1[CH:5]=[C:6]([OH:10])[CH:7]=[CH:8][CH:9]=1)([O-:3])=[O:2].C(=O)([O-])[O-].[K+].[K+].Cl[CH2:18][C@H:19]1[CH2:23][O:22][C:21]([CH3:25])([CH3:24])[O:20]1. Product: [CH3:24][C:21]1([CH3:25])[O:20][C@H:19]([CH2:18][O:10][C:6]2[CH:7]=[CH:8][CH:9]=[C:4]([N+:1]([O-:3])=[O:2])[CH:5]=2)[CH2:23][O:22]1. The catalyst class is: 3.